This data is from Catalyst prediction with 721,799 reactions and 888 catalyst types from USPTO. The task is: Predict which catalyst facilitates the given reaction. (1) Reactant: [F:1][C:2]1[CH:28]=[C:27]([N+:29]([O-])=O)[CH:26]=[CH:25][C:3]=1[O:4][C:5]1[CH:10]=[CH:9][N:8]=[CH:7][C:6]=1[C:11]#[C:12][CH2:13][N:14]1[CH2:18][C@@H:17]([N:19]2[CH2:23][CH2:22][CH2:21][CH2:20]2)[C@H:16]([OH:24])[CH2:15]1.CN(C=O)C.CCO. Product: [NH2:29][C:27]1[CH:26]=[CH:25][C:3]([O:4][C:5]2[CH:10]=[CH:9][N:8]=[CH:7][C:6]=2[C:11]#[C:12][CH2:13][N:14]2[CH2:18][C@@H:17]([N:19]3[CH2:23][CH2:22][CH2:21][CH2:20]3)[C@H:16]([OH:24])[CH2:15]2)=[C:2]([F:1])[CH:28]=1. The catalyst class is: 150. (2) Reactant: [Br:1][C:2]1[C:8]([F:9])=[CH:7][C:5]([NH2:6])=[CH:4][C:3]=1[F:10].C(=O)([O-])[O-].[Ca+2].[C:16](Cl)(Cl)=[S:17]. Product: [Br:1][C:2]1[C:8]([F:9])=[CH:7][C:5]([N:6]=[C:16]=[S:17])=[CH:4][C:3]=1[F:10]. The catalyst class is: 4.